Task: Predict the reaction yield, written as a fraction of the theoretical maximum amount of product (1.0 means a 100% yield; for example, 0.34 means a 34% yield).. Dataset: Reaction yield outcomes from USPTO patents with 853,638 reactions (1) The catalyst is C(#N)C. The yield is 0.440. The reactants are [Br:1][C:2]1[C:10]([C:11]([F:14])([F:13])[F:12])=[CH:9][CH:8]=[CH:7][C:3]=1[C:4]([OH:6])=O.[CH3:15]N1CCOCC1.[Cl-].COC1N=C(OC)N=C([N+]2(C)CCOCC2)N=1.C[Mg]Br.O1CCCC1.Cl. The product is [Br:1][C:2]1[C:10]([C:11]([F:14])([F:13])[F:12])=[CH:9][CH:8]=[CH:7][C:3]=1[C:4](=[O:6])[CH3:15]. (2) The reactants are [CH3:1][C:2]1([CH3:15])[CH2:14][C:5]2[C:6]3[CH2:11][CH2:10][NH:9][C:8](=[O:12])[C:7]=3[S:13][C:4]=2[CH2:3]1.[C:16]([O:19][CH2:20][C:21]1[C:26]([Br:27])=[CH:25][C:24]([F:28])=[CH:23][C:22]=1Br)(=[O:18])[CH3:17].CC1(C)C2C(=C(P(C3C=CC=CC=3)C3C=CC=CC=3)C=CC=2)OC2C(P(C3C=CC=CC=3)C3C=CC=CC=3)=CC=CC1=2.C([O-])([O-])=O.[Cs+].[Cs+]. The catalyst is O1CCOCC1.C1C=CC(/C=C/C(/C=C/C2C=CC=CC=2)=O)=CC=1.C1C=CC(/C=C/C(/C=C/C2C=CC=CC=2)=O)=CC=1.C1C=CC(/C=C/C(/C=C/C2C=CC=CC=2)=O)=CC=1.[Pd].[Pd]. The product is [C:16]([O:19][CH2:20][C:21]1[C:22]([N:9]2[CH2:10][CH2:11][C:6]3[C:5]4[CH2:14][C:2]([CH3:15])([CH3:1])[CH2:3][C:4]=4[S:13][C:7]=3[C:8]2=[O:12])=[CH:23][C:24]([F:28])=[CH:25][C:26]=1[Br:27])(=[O:18])[CH3:17]. The yield is 0.710. (3) The reactants are [N:1]([C@@H:4]1[CH2:8][CH2:7][C@H:6]([O:9][Si:10]([C:23]([CH3:26])([CH3:25])[CH3:24])([C:17]2[CH:22]=[CH:21][CH:20]=[CH:19][CH:18]=2)[C:11]2[CH:16]=[CH:15][CH:14]=[CH:13][CH:12]=2)[C@@:5]1([CH3:28])[OH:27])=[N+]=[N-]. The catalyst is [Pd].C(O)C. The product is [NH2:1][C@@H:4]1[CH2:8][CH2:7][C@H:6]([O:9][Si:10]([C:23]([CH3:25])([CH3:24])[CH3:26])([C:11]2[CH:16]=[CH:15][CH:14]=[CH:13][CH:12]=2)[C:17]2[CH:22]=[CH:21][CH:20]=[CH:19][CH:18]=2)[C@@:5]1([CH3:28])[OH:27]. The yield is 0.200. (4) The reactants are C[O:2][C:3]1[CH:11]=[CH:10][CH:9]=[C:8]2[C:4]=1[CH2:5][CH:6]=[C:7]2[C:12]([F:15])([F:14])[F:13].B(Br)(Br)Br. The catalyst is C(Cl)Cl. The product is [F:13][C:12]([F:14])([F:15])[C:7]1[C:8]2[CH:9]=[CH:10][CH:11]=[C:3]([OH:2])[C:4]=2[CH2:5][CH:6]=1. The yield is 0.480. (5) The reactants are [N+:1]([C:4]1[NH:8][N:7]=[C:6]([C:9]([OH:11])=[O:10])[CH:5]=1)([O-:3])=[O:2].S(Cl)(Cl)=O.[CH3:16]O. No catalyst specified. The product is [CH3:16][O:10][C:9]([C:6]1[NH:7][N:8]=[C:4]([N+:1]([O-:3])=[O:2])[CH:5]=1)=[O:11]. The yield is 0.860. (6) The reactants are [O:1]1[C:5]2[CH:6]=[CH:7][C:8]([CH:10]=[O:11])=[CH:9][C:4]=2[CH2:3][CH2:2]1.ClC1C(=O)C(C#N)=C(C#N)C(=O)C=1Cl.O. The catalyst is C1(C)C=CC=CC=1. The product is [O:1]1[C:5]2[CH:6]=[CH:7][C:8]([CH:10]=[O:11])=[CH:9][C:4]=2[CH:3]=[CH:2]1. The yield is 0.210. (7) The reactants are [F:1][C:2]1[CH:3]=[C:4]2[C:8](=[CH:9][C:10]=1[N+:11]([O-])=O)[C:7](=[O:14])[NH:6][C:5]2=[O:15].[Sn](Cl)Cl.[OH-].[Na+]. The catalyst is Cl. The product is [NH2:11][C:10]1[CH:9]=[C:8]2[C:4](=[CH:3][C:2]=1[F:1])[C:5](=[O:15])[NH:6][C:7]2=[O:14]. The yield is 0.800. (8) The reactants are [CH2:1]([O:8][N:9]1[C:15](=[O:16])[N:14]2[CH2:17][C@H:10]1[CH2:11][CH2:12][C@H:13]2[C:18]([OH:20])=O)[C:2]1[CH:7]=[CH:6][CH:5]=[CH:4][CH:3]=1.[NH2:21][O:22][CH2:23][C@@H:24]1[CH2:27][CH2:26][N:25]1[C:28]([O:30][C:31]([CH3:34])([CH3:33])[CH3:32])=[O:29]. No catalyst specified. The product is [CH2:1]([O:8][N:9]1[C:15](=[O:16])[N:14]2[CH2:17][C@H:10]1[CH2:11][CH2:12][C@H:13]2[C:18]([NH:21][O:22][CH2:23][C@@H:24]1[CH2:27][CH2:26][N:25]1[C:28]([O:30][C:31]([CH3:34])([CH3:33])[CH3:32])=[O:29])=[O:20])[C:2]1[CH:3]=[CH:4][CH:5]=[CH:6][CH:7]=1. The yield is 0.830.